Dataset: Retrosynthesis with 50K atom-mapped reactions and 10 reaction types from USPTO. Task: Predict the reactants needed to synthesize the given product. Given the product O=C(O)C(F)(F)F, predict the reactants needed to synthesize it. The reactants are: CCCCCNC(=O)C(Cc1ccc([N+](=O)[O-])cc1)NC(=O)OC(C)(C)C.